Dataset: NCI-60 drug combinations with 297,098 pairs across 59 cell lines. Task: Regression. Given two drug SMILES strings and cell line genomic features, predict the synergy score measuring deviation from expected non-interaction effect. (1) Drug 1: COC1=NC(=NC2=C1N=CN2C3C(C(C(O3)CO)O)O)N. Drug 2: CC(C)NC(=O)C1=CC=C(C=C1)CNNC.Cl. Cell line: NCI/ADR-RES. Synergy scores: CSS=15.8, Synergy_ZIP=-5.55, Synergy_Bliss=-0.921, Synergy_Loewe=-3.49, Synergy_HSA=-2.46. (2) Drug 1: C1=CC(=C2C(=C1NCCNCCO)C(=O)C3=C(C=CC(=C3C2=O)O)O)NCCNCCO. Drug 2: C1C(C(OC1N2C=NC(=NC2=O)N)CO)O. Cell line: NCI/ADR-RES. Synergy scores: CSS=3.50, Synergy_ZIP=-3.62, Synergy_Bliss=-5.46, Synergy_Loewe=-4.43, Synergy_HSA=-4.39. (3) Drug 1: C1CC(=O)NC(=O)C1N2CC3=C(C2=O)C=CC=C3N. Drug 2: CC1C(C(CC(O1)OC2CC(CC3=C2C(=C4C(=C3O)C(=O)C5=C(C4=O)C(=CC=C5)OC)O)(C(=O)C)O)N)O.Cl. Cell line: SF-295. Synergy scores: CSS=38.9, Synergy_ZIP=8.84, Synergy_Bliss=10.5, Synergy_Loewe=13.6, Synergy_HSA=13.7.